Dataset: Reaction yield outcomes from USPTO patents with 853,638 reactions. Task: Predict the reaction yield, written as a fraction of the theoretical maximum amount of product (1.0 means a 100% yield; for example, 0.34 means a 34% yield). (1) The product is [Br:31][C:13]1[CH:14]=[CH:15][C:9]2[C:8]([C:16]3[CH:17]=[CH:18][C:19]([CH3:22])=[CH:20][CH:21]=3)=[C:7]([C:4]3[CH:5]=[CH:6][C:1]([CH3:23])=[CH:2][CH:3]=3)[S:11][C:10]=2[CH:12]=1. The catalyst is C1COCC1. The reactants are [C:1]1([CH3:23])[CH:6]=[CH:5][C:4]([C:7]2[S:11][C:10]3[CH:12]=[CH:13][CH:14]=[CH:15][C:9]=3[C:8]=2[C:16]2[CH:21]=[CH:20][C:19]([CH3:22])=[CH:18][CH:17]=2)=[CH:3][CH:2]=1.C1C(=O)N([Br:31])C(=O)C1.O. The yield is 0.710. (2) The reactants are C([O:4][CH:5]1[CH:10]=[C:9]([CH3:11])[CH2:8][CH2:7][CH:6]1[C:12]([O:14]C)=[O:13])(=O)C.[Li+].[OH-].CCCCCC.CCOC(C)=O. The catalyst is O.CC(OC)(C)C.CC(O)=O. The product is [OH:4][CH:5]1[CH:10]=[C:9]([CH3:11])[CH2:8][CH2:7][CH:6]1[C:12]([OH:14])=[O:13]. The yield is 0.720. (3) The reactants are [CH:1]([N:4]1[C:8]([C:9]2[N:18]=[C:17]3[N:11]([CH2:12][CH2:13][O:14][C:15]4[CH:22]=[C:21]([CH:23]5[CH2:28][CH2:27][N:26]([C:29]([CH3:33])([CH3:32])[C:30]#[N:31])[CH2:25][CH2:24]5)[CH:20]=[CH:19][C:16]=43)[CH:10]=2)=[N:7][CH:6]=[N:5]1)([CH3:3])[CH3:2].S(=O)(=O)(O)[OH:35].C(=O)([O-])[O-].[Na+].[Na+]. No catalyst specified. The product is [CH:1]([N:4]1[C:8]([C:9]2[N:18]=[C:17]3[C:16]4[CH:19]=[CH:20][C:21]([CH:23]5[CH2:28][CH2:27][N:26]([C:29]([CH3:33])([CH3:32])[C:30]([NH2:31])=[O:35])[CH2:25][CH2:24]5)=[CH:22][C:15]=4[O:14][CH2:13][CH2:12][N:11]3[CH:10]=2)=[N:7][CH:6]=[N:5]1)([CH3:3])[CH3:2]. The yield is 0.600. (4) The reactants are Br[C:2]1[CH:7]=[CH:6][C:5]([CH3:8])=[CH:4][N:3]=1.C[Si](C)(C)[O:11][C:12]1[CH:19]=[CH:18][C:15]([CH:16]=[O:17])=[CH:14][CH:13]=1. The catalyst is C1COCC1. The product is [OH:17][CH:16]([C:2]1[CH:7]=[CH:6][C:5]([CH3:8])=[CH:4][N:3]=1)[C:15]1[CH:18]=[CH:19][C:12]([OH:11])=[CH:13][CH:14]=1. The yield is 0.270. (5) The reactants are Cl.[F:2][C:3]1[CH:4]=[C:5]([CH:18]=[CH:19][CH:20]=1)[O:6][C:7]1[N:11]=[C:10]([C@H:12]2[CH2:17][CH2:16][CH2:15][NH:14][CH2:13]2)[O:9][N:8]=1.[F:21][C:22]1[CH:30]=[CH:29][C:25]([C:26](O)=[O:27])=[CH:24][N:23]=1. No catalyst specified. The product is [F:2][C:3]1[CH:4]=[C:5]([CH:18]=[CH:19][CH:20]=1)[O:6][C:7]1[N:11]=[C:10]([C@H:12]2[CH2:17][CH2:16][CH2:15][N:14]([C:26]([C:25]3[CH:24]=[N:23][C:22]([F:21])=[CH:30][CH:29]=3)=[O:27])[CH2:13]2)[O:9][N:8]=1. The yield is 0.140. (6) The reactants are [F:1][C:2]1[CH:7]=[C:6]([F:8])[C:5]([N+:9]([O-:11])=[O:10])=[CH:4][C:3]=1[CH2:12][C:13]([OH:15])=[O:14].[CH3:16][CH2:17]O. The catalyst is OS(O)(=O)=O. The product is [F:1][C:2]1[CH:7]=[C:6]([F:8])[C:5]([N+:9]([O-:11])=[O:10])=[CH:4][C:3]=1[CH2:12][C:13]([O:15][CH2:16][CH3:17])=[O:14]. The yield is 0.890.